The task is: Regression. Given a peptide amino acid sequence and an MHC pseudo amino acid sequence, predict their binding affinity value. This is MHC class I binding data.. This data is from Peptide-MHC class I binding affinity with 185,985 pairs from IEDB/IMGT. The peptide sequence is TMRTPLFPW. The MHC is HLA-A02:03 with pseudo-sequence HLA-A02:03. The binding affinity (normalized) is 0.0847.